Dataset: CYP2D6 inhibition data for predicting drug metabolism from PubChem BioAssay. Task: Regression/Classification. Given a drug SMILES string, predict its absorption, distribution, metabolism, or excretion properties. Task type varies by dataset: regression for continuous measurements (e.g., permeability, clearance, half-life) or binary classification for categorical outcomes (e.g., BBB penetration, CYP inhibition). Dataset: cyp2d6_veith. (1) The compound is C[C@H](Oc1ccc(Oc2cnc3ccc(Cl)cc3n2)cc1)C(=O)[O-].[Na+]. The result is 0 (non-inhibitor). (2) The compound is O=c1[nH]c(CSc2nnc(-c3ccccc3)n2C2CCCCC2)nc2ccccc12. The result is 0 (non-inhibitor). (3) The compound is Nc1nc(-c2cc(-c3cccc4ccccc34)nc(N)n2)cc(-c2cccc3ccccc23)n1. The result is 0 (non-inhibitor).